This data is from Catalyst prediction with 721,799 reactions and 888 catalyst types from USPTO. The task is: Predict which catalyst facilitates the given reaction. (1) Reactant: C(O[BH-](OC(=O)C)OC(=O)C)(=O)C.[Na+].[Br:15][C:16]1[CH:23]=[CH:22][C:19]([CH:20]=O)=[CH:18][C:17]=1[Cl:24].C(O)(=O)C.[CH3:29][NH2:30]. Product: [Br:15][C:16]1[CH:23]=[CH:22][C:19](/[CH:20]=[N:30]\[CH3:29])=[CH:18][C:17]=1[Cl:24]. The catalyst class is: 1. (2) Reactant: [C:1]([C:4]1[N:9]=[C:8]([CH2:10][N:11]2[CH2:15][CH2:14][N:13]([C@@H:16]([C:48]([CH3:51])([CH3:50])[CH3:49])[C:17]([NH:19][C@@H:20]([CH2:41][C:42]3[CH:47]=[CH:46][CH:45]=[CH:44][CH:43]=3)[C@H:21]([OH:40])[CH2:22][N:23]([S:28]([C:31]3[CH:36]=[CH:35][C:34](/[CH:37]=[N:38]/[OH:39])=[CH:33][CH:32]=3)(=[O:30])=[O:29])[CH2:24][CH:25]([CH3:27])[CH3:26])=[O:18])[C:12]2=[O:52])[CH:7]=[CH:6][CH:5]=1)(=[O:3])[CH3:2].[BH4-].[Na+]. Product: [CH2:41]([C@H:20]([NH:19][C:17](=[O:18])[C@@H:16]([N:13]1[CH2:14][CH2:15][N:11]([CH2:10][C:8]2[CH:7]=[CH:6][CH:5]=[C:4]([CH:1]([OH:3])[CH3:2])[N:9]=2)[C:12]1=[O:52])[C:48]([CH3:50])([CH3:51])[CH3:49])[C@H:21]([OH:40])[CH2:22][N:23]([S:28]([C:31]1[CH:32]=[CH:33][C:34](/[CH:37]=[N:38]/[OH:39])=[CH:35][CH:36]=1)(=[O:30])=[O:29])[CH2:24][CH:25]([CH3:27])[CH3:26])[C:42]1[CH:43]=[CH:44][CH:45]=[CH:46][CH:47]=1. The catalyst class is: 5. (3) Reactant: [CH2:1]([N:3](CC)CC)[CH3:2].Cl.N[OH:10].[C:11]([O:15][C:16]([N:18]1[CH2:23][CH2:22][N:21]([C:24]#[N:25])[CH2:20][CH2:19]1)=[O:17])([CH3:14])([CH3:13])[CH3:12]. Product: [C:11]([O:15][C:16]([N:18]1[CH2:19][CH2:20][N:21]([C:24]2[N:3]=[C:1]([CH3:2])[O:10][N:25]=2)[CH2:22][CH2:23]1)=[O:17])([CH3:14])([CH3:12])[CH3:13]. The catalyst class is: 8. (4) Reactant: [CH:1]1[C:11]2[CH2:10][C:9]3([CH2:15][CH2:14][CH:13]([N:16]4[CH2:19][CH:18]([C:20]([O:22]C)=[O:21])[CH2:17]4)[CH2:12]3)[C:8]3[CH:24]=[CH:25][CH:26]=[CH:27][C:7]=3[CH2:6][C:5]=2[CH:4]=[CH:3][CH:2]=1.[OH-].[K+]. Product: [CH:1]1[C:11]2[CH2:10][C:9]3([CH2:15][CH2:14][CH:13]([N:16]4[CH2:19][CH:18]([C:20]([OH:22])=[O:21])[CH2:17]4)[CH2:12]3)[C:8]3[CH:24]=[CH:25][CH:26]=[CH:27][C:7]=3[CH2:6][C:5]=2[CH:4]=[CH:3][CH:2]=1. The catalyst class is: 24.